This data is from Forward reaction prediction with 1.9M reactions from USPTO patents (1976-2016). The task is: Predict the product of the given reaction. Given the reactants [C:1]([CH2:3][O:4][C:5]1[CH:10]=[CH:9][C:8](/[C:11](/[C:20]2[CH:25]=[CH:24][C:23]([C:26]([F:29])([F:28])[F:27])=[CH:22][CH:21]=2)=[CH:12]\[CH:13]=[CH:14]\[C:15]([O:17]CC)=[O:16])=[CH:7][CH:6]=1)#[N:2].O.[OH-].[Li+].CO.O, predict the reaction product. The product is: [C:1]([CH2:3][O:4][C:5]1[CH:6]=[CH:7][C:8](/[C:11](/[C:20]2[CH:21]=[CH:22][C:23]([C:26]([F:27])([F:29])[F:28])=[CH:24][CH:25]=2)=[CH:12]\[CH:13]=[CH:14]\[C:15]([OH:17])=[O:16])=[CH:9][CH:10]=1)#[N:2].